This data is from Reaction yield outcomes from USPTO patents with 853,638 reactions. The task is: Predict the reaction yield, written as a fraction of the theoretical maximum amount of product (1.0 means a 100% yield; for example, 0.34 means a 34% yield). (1) The reactants are [O:1]=[C:2]1[C:6]([CH2:7][C:8]([OH:10])=[O:9])=[CH:5][C:4](=O)[O:3]1.S(O)(O)(=O)=O.[NH2:17][NH2:18]. The catalyst is O. The product is [O:1]=[C:2]1[C:6]([CH2:7][C:8]([OH:10])=[O:9])=[CH:5][C:4](=[O:3])[NH:18][NH:17]1. The yield is 0.820. (2) The reactants are FC(F)(F)C(O)=O.C(OC([NH:15][C@@H:16]([CH2:21][C:22]#[C:23][C:24]1[CH:29]=[C:28]([C:30]2[CH:35]=[CH:34][C:33]([O:36][CH:37]3[CH2:39][CH2:38]3)=[C:32]([Cl:40])[CH:31]=2)[N:27]=[CH:26][N:25]=1)[C:17]([O:19][CH3:20])=[O:18])=O)(C)(C)C. The catalyst is ClCCl. The product is [NH2:15][C@@H:16]([CH2:21][C:22]#[C:23][C:24]1[CH:29]=[C:28]([C:30]2[CH:35]=[CH:34][C:33]([O:36][CH:37]3[CH2:39][CH2:38]3)=[C:32]([Cl:40])[CH:31]=2)[N:27]=[CH:26][N:25]=1)[C:17]([O:19][CH3:20])=[O:18]. The yield is 0.920. (3) The reactants are [NH2:1][C:2]1[C:3]([C:12]([OH:14])=O)=[CH:4][C:5]2[C:10]([CH:11]=1)=[CH:9][CH:8]=[CH:7][CH:6]=2.O=S(Cl)Cl.[Cl:19][C:20]1[CH:26]=[CH:25][CH:24]=[CH:23][C:21]=1[NH2:22].C(Cl)(Cl)Cl. The catalyst is C1C=CC=CC=1. The product is [Cl:19][C:20]1[CH:26]=[CH:25][CH:24]=[CH:23][C:21]=1[NH:22][C:12]([C:3]1[C:2]([NH2:1])=[CH:11][C:10]2[C:5](=[CH:6][CH:7]=[CH:8][CH:9]=2)[CH:4]=1)=[O:14]. The yield is 0.540. (4) The reactants are [N:1]1[CH:6]=[CH:5][CH:4]=[CH:3][C:2]=1B(O)O.Br[C:11]1[N:19]=[CH:18][C:17]2[NH:16][C:15]3[N:20]=[CH:21][C:22]([C:24]4[CH:29]=[CH:28][C:27]([CH2:30][N:31]5[CH2:36][CH2:35][CH:34]([C:37]([F:40])([F:39])[F:38])[CH2:33][CH2:32]5)=[CH:26][CH:25]=4)=[CH:23][C:14]=3[C:13]=2[CH:12]=1. The catalyst is C(#N)C.C(=O)([O-])[O-].[Na+].[Na+]. The product is [N:1]1[CH:6]=[CH:5][CH:4]=[C:3]([C:11]2[N:19]=[CH:18][C:17]3[NH:16][C:15]4[N:20]=[CH:21][C:22]([C:24]5[CH:25]=[CH:26][C:27]([CH2:30][N:31]6[CH2:32][CH2:33][CH:34]([C:37]([F:38])([F:40])[F:39])[CH2:35][CH2:36]6)=[CH:28][CH:29]=5)=[CH:23][C:14]=4[C:13]=3[CH:12]=2)[CH:2]=1. The yield is 0.110. (5) The reactants are B.C1COCC1.[Cl:7][C:8]1[S:12][C:11]([S:13]([NH:16][C@H:17]([C:24](O)=[O:25])[CH2:18][CH2:19][C:20]([F:23])([F:22])[F:21])(=[O:15])=[O:14])=[CH:10][CH:9]=1. The catalyst is C1COCC1. The product is [Cl:7][C:8]1[S:12][C:11]([S:13]([NH:16][CH:17]([CH2:24][OH:25])[CH2:18][CH2:19][C:20]([F:21])([F:22])[F:23])(=[O:15])=[O:14])=[CH:10][CH:9]=1. The yield is 0.480. (6) The yield is 0.790. The reactants are Br[C:2]1[S:10][C:9]2[C:4](=[N:5][CH:6]=[CH:7][C:8]=2[O:11][C:12]2[CH:17]=[CH:16][C:15]([N+:18]([O-:20])=[O:19])=[CH:14][C:13]=2[F:21])[CH:3]=1.[CH2:22]([N:25]1[CH2:30][CH2:29][O:28][CH2:27][CH2:26]1)[C:23]#[CH:24].C(N(CC)CC)C. The catalyst is C1COCC1.[Cu]I.Cl[Pd](Cl)([P](C1C=CC=CC=1)(C1C=CC=CC=1)C1C=CC=CC=1)[P](C1C=CC=CC=1)(C1C=CC=CC=1)C1C=CC=CC=1. The product is [F:21][C:13]1[CH:14]=[C:15]([N+:18]([O-:20])=[O:19])[CH:16]=[CH:17][C:12]=1[O:11][C:8]1[CH:7]=[CH:6][N:5]=[C:4]2[CH:3]=[C:2]([C:24]#[C:23][CH2:22][N:25]3[CH2:30][CH2:29][O:28][CH2:27][CH2:26]3)[S:10][C:9]=12. (7) The reactants are [C:1]1(C)C=CC=C[CH:2]=1.[CH2:8]([O:15][C:16]1[CH:17]=[C:18]([CH2:30][C:31]#[N:32])[CH:19]=[CH:20][C:21]=1[O:22][CH2:23][C:24]1[CH:29]=[CH:28][CH:27]=[CH:26][CH:25]=1)[C:9]1[CH:14]=[CH:13][CH:12]=[CH:11][CH:10]=1.BrCCCl. The catalyst is [N+](CCCC)(CCCC)(CCCC)CCCC.[Br-].[OH-].[Na+].O. The product is [CH2:8]([O:15][C:16]1[CH:17]=[C:18]([C:30]2([C:31]#[N:32])[CH2:2][CH2:1]2)[CH:19]=[CH:20][C:21]=1[O:22][CH2:23][C:24]1[CH:29]=[CH:28][CH:27]=[CH:26][CH:25]=1)[C:9]1[CH:10]=[CH:11][CH:12]=[CH:13][CH:14]=1. The yield is 0.660. (8) The reactants are [Br:1][C:2]1[CH:7]=[CH:6][C:5]([OH:8])=[CH:4][CH:3]=1.I[CH2:10][CH:11]([CH3:13])[CH3:12].[OH-].[Na+]. The catalyst is CN(C=O)C. The product is [Br:1][C:2]1[CH:7]=[CH:6][C:5]([O:8][CH2:10][CH:11]([CH3:13])[CH3:12])=[CH:4][CH:3]=1. The yield is 0.190. (9) The reactants are [CH3:1][O:2][C:3]1[CH:11]=[CH:10][C:6]([C:7]([OH:9])=O)=[CH:5][C:4]=1[C:12]#[C:13][C:14]1[CH:19]=[CH:18][CH:17]=[CH:16][N:15]=1.[Cl:20][C:21]1[CH:26]=[CH:25][C:24]([N:27]2[CH2:32][CH2:31][NH:30][CH2:29][C:28]2=[O:33])=[CH:23][CH:22]=1.C(N(CC)CC)C.C1C=CC2N(O)N=NC=2C=1.C(Cl)CCl. The catalyst is C(Cl)Cl. The product is [Cl:20][C:21]1[CH:22]=[CH:23][C:24]([N:27]2[CH2:32][CH2:31][N:30]([C:7]([C:6]3[CH:10]=[CH:11][C:3]([O:2][CH3:1])=[C:4]([C:12]#[C:13][C:14]4[CH:19]=[CH:18][CH:17]=[CH:16][N:15]=4)[CH:5]=3)=[O:9])[CH2:29][C:28]2=[O:33])=[CH:25][CH:26]=1. The yield is 0.950. (10) The yield is 0.740. The catalyst is C1(C)C=CC=CC=1.CO.C(OCC)(=O)C.C1C=CC([P]([Pd]([P](C2C=CC=CC=2)(C2C=CC=CC=2)C2C=CC=CC=2)([P](C2C=CC=CC=2)(C2C=CC=CC=2)C2C=CC=CC=2)[P](C2C=CC=CC=2)(C2C=CC=CC=2)C2C=CC=CC=2)(C2C=CC=CC=2)C2C=CC=CC=2)=CC=1. The reactants are [CH2:1]([O:8][C:9](=[O:19])[NH:10][CH2:11][C:12]1[CH:17]=[CH:16][CH:15]=[C:14](Br)[CH:13]=1)[C:2]1[CH:7]=[CH:6][CH:5]=[CH:4][CH:3]=1.[CH3:20][O:21][C:22]([C:24]1[CH:29]=[CH:28][C:27](B(O)O)=[CH:26][CH:25]=1)=[O:23].C([O-])([O-])=O.[K+].[K+]. The product is [CH3:20][O:21][C:22]([C:24]1[CH:29]=[CH:28][C:27]([C:14]2[CH:15]=[CH:16][CH:17]=[C:12]([CH2:11][NH:10][C:9]([O:8][CH2:1][C:2]3[CH:7]=[CH:6][CH:5]=[CH:4][CH:3]=3)=[O:19])[CH:13]=2)=[CH:26][CH:25]=1)=[O:23].